Dataset: Reaction yield outcomes from USPTO patents with 853,638 reactions. Task: Predict the reaction yield, written as a fraction of the theoretical maximum amount of product (1.0 means a 100% yield; for example, 0.34 means a 34% yield). (1) The reactants are [F:1][C:2]([F:18])([F:17])[C:3]1[CH:4]=[C:5]([N:9]2[CH2:15][CH2:14][C:13](=[O:16])[NH:12][CH2:11][CH2:10]2)[CH:6]=[CH:7][CH:8]=1.Br[CH2:20][CH2:21][CH:22]=[CH2:23].[H-].[Na+].O. The catalyst is CN(C=O)C. The product is [CH2:23]([N:12]1[C:13](=[O:16])[CH2:14][CH2:15][N:9]([C:5]2[CH:6]=[CH:7][CH:8]=[C:3]([C:2]([F:1])([F:17])[F:18])[CH:4]=2)[CH2:10][CH2:11]1)[CH2:22][CH:21]=[CH2:20]. The yield is 0.250. (2) The reactants are [Cl:1][C:2]1[N:7]=[C:6]([CH2:8]O)[C:5]([O:10][C:11]2[CH:12]=[N:13][C:14]([S:17]([CH3:20])(=[O:19])=[O:18])=[CH:15][CH:16]=2)=[CH:4][CH:3]=1.S(Cl)([Cl:23])=O. The catalyst is ClCCl. The product is [Cl:1][C:2]1[N:7]=[C:6]([CH2:8][Cl:23])[C:5]([O:10][C:11]2[CH:12]=[N:13][C:14]([S:17]([CH3:20])(=[O:19])=[O:18])=[CH:15][CH:16]=2)=[CH:4][CH:3]=1. The yield is 0.870. (3) The reactants are Cl[CH2:2][C:3]1[N:7]([CH3:8])[C:6]2[CH:9]=[CH:10][C:11]([F:13])=[CH:12][C:5]=2[N:4]=1.[CH3:14][Si:15]([CH3:20])([CH3:19])[C:16]#[C:17][CH3:18]. No catalyst specified. The product is [F:13][C:11]1[CH:10]=[CH:9][C:6]2[N:7]([CH3:8])[C:3]([CH2:2][CH2:18][C:17]#[C:16][Si:15]([CH3:20])([CH3:19])[CH3:14])=[N:4][C:5]=2[CH:12]=1. The yield is 1.00. (4) The reactants are Cl[C:2]1[CH:7]=[CH:6][C:5]([N+:8]([O-:10])=[O:9])=[CH:4][N:3]=1.Cl.[N:12]1[CH:17]=[CH:16][C:15](=[O:18])[CH2:14][CH:13]=1.C(N(CC)CC)C.CCOC(C)=O. The catalyst is C(Cl)Cl. The product is [N+:8]([C:5]1[CH:6]=[CH:7][C:2]([N:12]2[CH2:17][CH2:16][C:15](=[O:18])[CH2:14][CH2:13]2)=[N:3][CH:4]=1)([O-:10])=[O:9]. The yield is 0.900. (5) The reactants are [C:1]([OH:5])(=[O:4])[CH2:2][OH:3].C(=O)([O-])[O-].[K+].[K+].[I-].[K+].Cl[CH2:15][C:16]([O:18][C:19]1([CH3:29])[CH:26]2[CH2:27][CH:22]3[CH2:23][CH:24]([CH2:28][CH:20]1[CH2:21]3)[CH2:25]2)=[O:17]. The catalyst is C(OCC)C.CN(C)C=O. The product is [CH3:29][C:19]1([O:18][C:16](=[O:17])[CH2:15][O:5][C:1](=[O:4])[CH2:2][OH:3])[CH:26]2[CH2:27][CH:22]3[CH2:23][CH:24]([CH2:28][CH:20]1[CH2:21]3)[CH2:25]2. The yield is 0.670. (6) The reactants are [CH3:1][O:2][C:3]1[CH:12]=[C:11]2[C:6]([C:7]([S:13][C:14]3[S:15][C:16]([N+:19]([O-])=O)=[CH:17][CH:18]=3)=[CH:8][CH:9]=[N:10]2)=[CH:5][C:4]=1[C:22]([NH2:24])=[O:23].[Cl-].[NH4+].C(O)C.O. The catalyst is [Fe].CO.C(OCC)(=O)C.CN(C)C=O. The product is [NH2:19][C:16]1[S:15][C:14]([S:13][C:7]2[C:6]3[C:11](=[CH:12][C:3]([O:2][CH3:1])=[C:4]([C:22]([NH2:24])=[O:23])[CH:5]=3)[N:10]=[CH:9][CH:8]=2)=[CH:18][CH:17]=1. The yield is 0.560. (7) The reactants are CS([O:5][CH:6]1[CH:11]([CH3:12])[CH2:10][C:9]([C:13]2[CH:18]=[CH:17][N:16]=[CH:15][C:14]=2[N+:19]([O-:21])=[O:20])=[CH:8][CH:7]1[NH:22][C:23]([O:25][C:26]([CH3:29])([CH3:28])[CH3:27])=[O:24])(=O)=O.C(N(CC)CC)C.C[C:38]([O:41]C(OC(OC(C)(C)C)=O)=O)(C)C. The catalyst is N1C=CC=CC=1. The product is [CH3:12][CH:11]1[CH:6]2[CH:7]([N:22]([C:23]([O:25][C:26]([CH3:29])([CH3:28])[CH3:27])=[O:24])[C:38](=[O:41])[O:5]2)[CH:8]=[C:9]([C:13]2[CH:18]=[CH:17][N:16]=[CH:15][C:14]=2[N+:19]([O-:21])=[O:20])[CH2:10]1. The yield is 0.660.